This data is from NCI-60 drug combinations with 297,098 pairs across 59 cell lines. The task is: Regression. Given two drug SMILES strings and cell line genomic features, predict the synergy score measuring deviation from expected non-interaction effect. (1) Drug 1: COC1=CC(=CC(=C1O)OC)C2C3C(COC3=O)C(C4=CC5=C(C=C24)OCO5)OC6C(C(C7C(O6)COC(O7)C8=CC=CS8)O)O. Drug 2: C1C(C(OC1N2C=NC(=NC2=O)N)CO)O. Cell line: SK-MEL-2. Synergy scores: CSS=57.2, Synergy_ZIP=3.12, Synergy_Bliss=3.64, Synergy_Loewe=7.22, Synergy_HSA=8.21. (2) Drug 1: CC1=C(C=C(C=C1)NC(=O)C2=CC=C(C=C2)CN3CCN(CC3)C)NC4=NC=CC(=N4)C5=CN=CC=C5. Drug 2: C1=CN(C=N1)CC(O)(P(=O)(O)O)P(=O)(O)O. Cell line: HS 578T. Synergy scores: CSS=-0.0630, Synergy_ZIP=-0.106, Synergy_Bliss=0.519, Synergy_Loewe=-2.06, Synergy_HSA=-2.23.